Dataset: Forward reaction prediction with 1.9M reactions from USPTO patents (1976-2016). Task: Predict the product of the given reaction. The product is: [N:15]1([CH2:2][C:3]2[N:4]=[N:5][C:6]([C:9]3[CH:14]=[CH:13][CH:12]=[CH:11][CH:10]=3)=[CH:7][CH:8]=2)[CH:19]=[CH:18][N:17]=[CH:16]1. Given the reactants Br[CH2:2][C:3]1[N:4]=[N:5][C:6]([C:9]2[CH:14]=[CH:13][CH:12]=[CH:11][CH:10]=2)=[CH:7][CH:8]=1.[NH:15]1[CH:19]=[CH:18][N:17]=[CH:16]1.C([O-])([O-])=O.[K+].[K+], predict the reaction product.